Predict the reaction yield, written as a fraction of the theoretical maximum amount of product (1.0 means a 100% yield; for example, 0.34 means a 34% yield). From a dataset of Reaction yield outcomes from USPTO patents with 853,638 reactions. (1) The reactants are [CH:1]([O:4][C:5]1[N:10]=[CH:9][C:8]([C:11](=[N:13][S@@:14]([C:16]([CH3:19])([CH3:18])[CH3:17])=[O:15])[CH3:12])=[CH:7][CH:6]=1)([CH3:3])[CH3:2].CCC(C)[BH-](C(C)CC)C(C)CC.[Li+].[NH4+].[Cl-]. The catalyst is C1COCC1. The product is [CH:1]([O:4][C:5]1[N:10]=[CH:9][C:8]([C@@H:11]([NH:13][S@@:14]([C:16]([CH3:19])([CH3:17])[CH3:18])=[O:15])[CH3:12])=[CH:7][CH:6]=1)([CH3:3])[CH3:2]. The yield is 0.720. (2) The reactants are C(N(CC)CC)C.C([SiH](CC)CC)C.[CH2:15]([O:20][C:21]([N:23]1[C:27](=[O:28])[CH2:26][CH2:25][CH:24]1[C:29]([O:31]CC1C=CC=CC=1)=[O:30])=[O:22])[CH2:16][CH2:17][CH:18]=[CH2:19]. The catalyst is ClCCl.C([O-])(=O)C.[Pd+2].C([O-])(=O)C. The product is [CH2:15]([O:20][C:21]([N:23]1[C:27](=[O:28])[CH2:26][CH2:25][CH:24]1[C:29]([OH:31])=[O:30])=[O:22])[CH2:16][CH2:17][CH:18]=[CH2:19]. The yield is 0.850. (3) The reactants are [Br:1][C:2]1[CH:3]=[C:4]2[C:9](=[CH:10][CH:11]=1)[N:8]=[C:7]([C:12]1[CH:17]=[CH:16][CH:15]=[CH:14][C:13]=1[OH:18])[N:6]=[C:5]2Cl.[OH:20][C@H:21]([CH2:30][CH:31]([CH3:33])[CH3:32])[C:22]([N:24]1[CH2:29][CH2:28][NH:27][CH2:26][CH2:25]1)=[O:23].[CH2:34](N(CC)CC)C. The catalyst is C(Cl)Cl. The product is [Br:1][C:2]1[CH:3]=[C:4]2[C:9](=[CH:10][CH:11]=1)[N:8]=[C:7]([C:12]1[CH:17]=[CH:16][CH:15]=[CH:14][C:13]=1[O:18][CH3:34])[N:6]=[C:5]2[N:27]1[CH2:26][CH2:25][N:24]([C:22](=[O:23])[C@H:21]([OH:20])[CH2:30][CH:31]([CH3:33])[CH3:32])[CH2:29][CH2:28]1. The yield is 0.360. (4) The reactants are [Cl:1][C:2]1[C:3]([CH2:15][CH2:16][C:17]2[CH:22]=[CH:21][CH:20]=[CH:19][C:18]=2[CH:23]([CH3:27])[C:24]([NH2:26])=[O:25])=[N:4][C:5]([NH:8][C:9]2[CH:10]=N[N:12]([CH3:14])[CH:13]=2)=[N:6][CH:7]=1.N[C:29]1C=NC=CC=1.CC1(C)C2C(=C(P(C3C=CC=CC=3)C3C=CC=CC=3)C=CC=2)OC2C(P(C3C=CC=CC=3)C3C=CC=CC=3)=CC=CC1=2.C([O-])([O-])=O.[Cs+].[Cs+]. The catalyst is O1CCOCC1.C([O-])(=O)C.[Pd+2].C([O-])(=O)C. The product is [Cl:1][C:2]1[C:3]([CH2:15][CH2:16][C:17]2[CH:22]=[CH:21][CH:20]=[CH:19][C:18]=2[CH:23]([CH3:27])[C:24]([NH2:26])=[O:25])=[N:4][C:5]([NH:8][C:9]2[CH:13]=[N:12][CH:14]=[CH:29][CH:10]=2)=[N:6][CH:7]=1. The yield is 0.310. (5) The reactants are [Br:1][C:2]1[CH:10]=[C:9]2[C:5]([CH2:6][C:7]3([CH2:16][CH2:15][C:14](=O)[CH2:13][CH2:12]3)[C:8]2=[O:11])=[CH:4][CH:3]=1.[F:18][C:19]([F:23])([F:22])[CH2:20][NH2:21].CC(O)=O.[BH-](OC(C)=O)(OC(C)=O)OC(C)=O.[Na+]. The catalyst is ClC(Cl)C. The product is [Br:1][C:2]1[CH:10]=[C:9]2[C:5]([CH2:6][C:7]3([CH2:16][CH2:15][CH:14]([NH:21][CH2:20][C:19]([F:23])([F:22])[F:18])[CH2:13][CH2:12]3)[C:8]2=[O:11])=[CH:4][CH:3]=1. The yield is 0.820. (6) The reactants are Cl.[NH2:2][C:3]1[C:4]2[C:14]([O:15][CH2:16][C:17]3([NH2:22])[CH2:21][CH2:20][CH2:19][CH2:18]3)=[CH:13][CH:12]=[CH:11][C:5]=2[NH:6][S:7](=[O:10])(=[O:9])[N:8]=1.[C:23](O)(=[O:30])[C:24]1[CH:29]=[CH:28][N:27]=[CH:26][CH:25]=1. No catalyst specified. The product is [NH2:2][C:3]1[C:4]2[C:14]([O:15][CH2:16][C:17]3([NH:22][C:23](=[O:30])[C:24]4[CH:29]=[CH:28][N:27]=[CH:26][CH:25]=4)[CH2:21][CH2:20][CH2:19][CH2:18]3)=[CH:13][CH:12]=[CH:11][C:5]=2[NH:6][S:7](=[O:10])(=[O:9])[N:8]=1. The yield is 0.720. (7) The reactants are [CH3:1][O:2][C:3]([C:5]1([C:10](O)=[O:11])[CH2:9][CH2:8][CH2:7][CH2:6]1)=[O:4].C(N(CC)CC)C.ClC(OCC(C)C)=O. The catalyst is C1COCC1. The product is [CH3:1][O:2][C:3]([C:5]1([CH2:10][OH:11])[CH2:6][CH2:7][CH2:8][CH2:9]1)=[O:4]. The yield is 0.470. (8) The reactants are [NH2:1][C:2]1[CH:21]=[CH:20][C:5]([O:6][C:7]2[C:16]3[C:11](=[CH:12][C:13]([OH:19])=[C:14]([C:17]#[N:18])[CH:15]=3)[N:10]=[CH:9][CH:8]=2)=[CH:4][C:3]=1[Cl:22].CC1C=CC(S(O[CH2:34][C@@H:35]2[CH2:37][O:36]2)(=O)=O)=CC=1. No catalyst specified. The product is [NH2:1][C:2]1[CH:21]=[CH:20][C:5]([O:6][C:7]2[C:16]3[C:11](=[CH:12][C:13]([O:19][CH2:34][C@@H:35]4[CH2:37][O:36]4)=[C:14]([C:17]#[N:18])[CH:15]=3)[N:10]=[CH:9][CH:8]=2)=[CH:4][C:3]=1[Cl:22]. The yield is 0.125.